Dataset: Catalyst prediction with 721,799 reactions and 888 catalyst types from USPTO. Task: Predict which catalyst facilitates the given reaction. Reactant: Br[CH2:2][C:3]1[C:4](=[O:16])[NH:5][C:6]2[C:11]([CH:12]=1)=[CH:10][C:9]([Cl:13])=[CH:8][C:7]=2[O:14][CH3:15].[NH2:17][C:18]1[CH:25]=[CH:24][C:21]([C:22]#[N:23])=[C:20]([O:26][CH3:27])[CH:19]=1.C([O-])([O-])=O.[K+].[K+]. Product: [Cl:13][C:9]1[CH:10]=[C:11]2[C:6](=[C:7]([O:14][CH3:15])[CH:8]=1)[NH:5][C:4](=[O:16])[C:3]([CH2:2][NH:17][C:18]1[CH:25]=[CH:24][C:21]([C:22]#[N:23])=[C:20]([O:26][CH3:27])[CH:19]=1)=[CH:12]2. The catalyst class is: 1.